From a dataset of Peptide-MHC class I binding affinity with 185,985 pairs from IEDB/IMGT. Regression. Given a peptide amino acid sequence and an MHC pseudo amino acid sequence, predict their binding affinity value. This is MHC class I binding data. (1) The peptide sequence is ESKAKQLCY. The MHC is HLA-A11:01 with pseudo-sequence HLA-A11:01. The binding affinity (normalized) is 0. (2) The peptide sequence is AYIDNYNKF. The MHC is HLA-A68:02 with pseudo-sequence HLA-A68:02. The binding affinity (normalized) is 0. (3) The peptide sequence is AVRQFRASV. The MHC is HLA-B08:01 with pseudo-sequence HLA-B08:01. The binding affinity (normalized) is 0.372. (4) The peptide sequence is HPIMYYTKF. The MHC is HLA-B35:01 with pseudo-sequence HLA-B35:01. The binding affinity (normalized) is 0.734. (5) The peptide sequence is IARLVYKAR. The MHC is HLA-B15:17 with pseudo-sequence HLA-B15:17. The binding affinity (normalized) is 0.0847.